This data is from Full USPTO retrosynthesis dataset with 1.9M reactions from patents (1976-2016). The task is: Predict the reactants needed to synthesize the given product. (1) The reactants are: CO[CH:3](OC)[N:4]([CH3:6])[CH3:5].[CH3:9][O:10][CH:11]([O:15][CH3:16])[C:12](=[O:14])[CH3:13]. Given the product [CH3:3][N:4]([CH3:6])/[CH:5]=[CH:13]/[C:12](=[O:14])[CH:11]([O:15][CH3:16])[O:10][CH3:9], predict the reactants needed to synthesize it. (2) Given the product [NH2:30][C:3]1[CH:4]=[C:5]([NH:8][C:9]2[N:13]([CH3:14])[C:12]3[CH:15]=[CH:16][C:17]([O:19][C:20]4[CH:25]=[CH:24][N:23]=[C:22]([C:26]([NH:28][CH3:29])=[O:27])[CH:21]=4)=[CH:18][C:11]=3[N:10]=2)[CH:6]=[CH:7][C:2]=1[Cl:1], predict the reactants needed to synthesize it. The reactants are: [Cl:1][C:2]1[CH:7]=[CH:6][C:5]([NH:8][C:9]2[N:13]([CH3:14])[C:12]3[CH:15]=[CH:16][C:17]([O:19][C:20]4[CH:25]=[CH:24][N:23]=[C:22]([C:26]([NH:28][CH3:29])=[O:27])[CH:21]=4)=[CH:18][C:11]=3[N:10]=2)=[CH:4][C:3]=1[N+:30]([O-])=O. (3) Given the product [CH3:2][O:3][CH2:4][NH:5][CH2:6][CH2:7][CH:8]([C:10]1[S:11][CH:12]=[CH:13][CH:14]=1)[OH:9], predict the reactants needed to synthesize it. The reactants are: Cl.[CH3:2][O:3][CH2:4][NH:5][CH2:6][CH2:7][C:8]([C:10]1[S:11][CH:12]=[CH:13][CH:14]=1)=[O:9].[OH-].[Na+].[BH4-].[Na+].